This data is from Reaction yield outcomes from USPTO patents with 853,638 reactions. The task is: Predict the reaction yield, written as a fraction of the theoretical maximum amount of product (1.0 means a 100% yield; for example, 0.34 means a 34% yield). (1) The reactants are COC(=O)C.[C:6]1([C:12]2[O:13][C:14]([C:20]([F:23])([F:22])[F:21])=[C:15]([C:17]([OH:19])=O)[N:16]=2)[CH:11]=[CH:10][CH:9]=[CH:8][CH:7]=1.[CH2:24]([O:26][C:27](=[O:42])[CH2:28][N:29]1[C:37]2[C:32](=[CH:33][C:34]([N+:38]([O-])=O)=[CH:35][CH:36]=2)[C:31](=[O:41])[NH:30]1)C.C(N1C2C(=CC(NC(C3C(C)=NN(C4C=CC=CC=4)N=3)=O)=CC=2)C(=O)N1)C. The catalyst is CCOC(C)=O.CO. The product is [CH3:24][O:26][C:27](=[O:42])[CH2:28][N:29]1[C:37]2[C:32](=[CH:33][C:34]([NH:38][C:17]([C:15]3[N:16]=[C:12]([C:6]4[CH:7]=[CH:8][CH:9]=[CH:10][CH:11]=4)[O:13][C:14]=3[C:20]([F:23])([F:22])[F:21])=[O:19])=[CH:35][CH:36]=2)[C:31](=[O:41])[NH:30]1. The yield is 0.0800. (2) The reactants are [F:1][C:2]1[CH:10]=[CH:9][C:8]([N:11]([CH3:20])[S:12]([C:15]2[S:16][CH:17]=[CH:18][CH:19]=2)(=[O:14])=[O:13])=[C:7]2[C:3]=1[CH:4]=[C:5]([C:24]([NH2:26])=O)[N:6]2[CH2:21][O:22][CH3:23].COC1C=CC(P2(SP(C3C=CC(OC)=CC=3)(=S)S2)=[S:36])=CC=1. The catalyst is O1CCCC1. The product is [F:1][C:2]1[CH:10]=[CH:9][C:8]([N:11]([CH3:20])[S:12]([C:15]2[S:16][CH:17]=[CH:18][CH:19]=2)(=[O:14])=[O:13])=[C:7]2[C:3]=1[CH:4]=[C:5]([C:24](=[S:36])[NH2:26])[N:6]2[CH2:21][O:22][CH3:23]. The yield is 0.590.